From a dataset of Cav3 T-type calcium channel HTS with 100,875 compounds. Binary Classification. Given a drug SMILES string, predict its activity (active/inactive) in a high-throughput screening assay against a specified biological target. (1) The compound is S(=O)(=O)(NC(C(=O)NC1C(CCCC1)C)Cc1ccccc1)c1sccc1. The result is 0 (inactive). (2) The drug is S=c1n(c(n[nH]1)c1c(noc1C)c1ccccc1)c1ccc(cc1)C(O)=O. The result is 0 (inactive). (3) The compound is Clc1cc(NC(=S)C(/[n+]2ccccc2)=C(\[O-])c2c(n(c(c2)C)c2ccc(cc2)C)C)ccc1F. The result is 0 (inactive).